This data is from Forward reaction prediction with 1.9M reactions from USPTO patents (1976-2016). The task is: Predict the product of the given reaction. (1) Given the reactants [Br:1][C:2]1[C:3]2[NH:10][CH:9]=[CH:8][C:4]=2[CH:5]=[N:6][CH:7]=1.[C:11](O[C:11]([O:13][C:14]([CH3:17])([CH3:16])[CH3:15])=[O:12])([O:13][C:14]([CH3:17])([CH3:16])[CH3:15])=[O:12], predict the reaction product. The product is: [Br:1][C:2]1[C:3]2[N:10]([C:11]([O:13][C:14]([CH3:17])([CH3:16])[CH3:15])=[O:12])[CH:9]=[CH:8][C:4]=2[CH:5]=[N:6][CH:7]=1. (2) Given the reactants [F:1][C:2]1[CH:11]=[C:10]([CH:12]=[O:13])[C:9]([CH3:14])=[CH:8][C:3]=1[C:4](OC)=[O:5].O.[CH3:16][N:17](C=O)C, predict the reaction product. The product is: [F:1][C:2]1[CH:11]=[C:10]([CH:12]=[O:13])[C:9]([CH3:14])=[CH:8][C:3]=1[C:4]([NH:17][CH3:16])=[O:5].